This data is from Peptide-MHC class I binding affinity with 185,985 pairs from IEDB/IMGT. The task is: Regression. Given a peptide amino acid sequence and an MHC pseudo amino acid sequence, predict their binding affinity value. This is MHC class I binding data. The MHC is HLA-B35:01 with pseudo-sequence HLA-B35:01. The peptide sequence is TPQPMELKY. The binding affinity (normalized) is 0.781.